This data is from Reaction yield outcomes from USPTO patents with 853,638 reactions. The task is: Predict the reaction yield, written as a fraction of the theoretical maximum amount of product (1.0 means a 100% yield; for example, 0.34 means a 34% yield). (1) The reactants are [CH3:1][C:2]1[C:6]2[CH:7]=[C:8]3[C:13]4([C:21]5[C:16](=[CH:17][CH:18]=[CH:19][CH:20]=5)[NH:15][C:14]4=[O:22])[CH2:12][O:11][C:9]3=[CH:10][C:5]=2[O:4][N:3]=1.[H-].[Na+].Br[CH2:26][C:27]1[O:28][C:29]([C:32]([F:35])([F:34])[F:33])=[CH:30][CH:31]=1. The catalyst is CN(C)C=O.C(OCC)(=O)C. The product is [CH3:1][C:2]1[C:6]2[CH:7]=[C:8]3[C:13]4([C:21]5[C:16](=[CH:17][CH:18]=[CH:19][CH:20]=5)[N:15]([CH2:26][C:27]5[O:28][C:29]([C:32]([F:35])([F:34])[F:33])=[CH:30][CH:31]=5)[C:14]4=[O:22])[CH2:12][O:11][C:9]3=[CH:10][C:5]=2[O:4][N:3]=1. The yield is 0.800. (2) The reactants are [NH:1]1[CH:5]=[C:4]([C:6]2[N:11]=[CH:10][C:9]3[CH:12]=[N:13][N:14]([C:15]4[N:20]=[C:19]([N:21]5[CH2:27][CH2:26][CH2:25][N:24]([C:28]([O-:30])=[O:29])[CH2:23][CH2:22]5)[CH:18]=[CH:17][CH:16]=4)[C:8]=3[CH:7]=2)[CH:3]=[N:2]1.Br[CH2:32][CH:33]1[CH2:35][CH2:34]1.C([O-])([O-])=O.[K+].[K+]. The catalyst is CN(C=O)C. The product is [CH:35]1([CH2:34][N:1]2[CH:5]=[C:4]([C:6]3[N:11]=[CH:10][C:9]4[CH:12]=[N:13][N:14]([C:15]5[N:20]=[C:19]([N:21]6[CH2:27][CH2:26][CH2:25][N:24]([C:28]([O:30][C:4]([CH3:6])([CH3:5])[CH3:3])=[O:29])[CH2:23][CH2:22]6)[CH:18]=[CH:17][CH:16]=5)[C:8]=4[CH:7]=3)[CH:3]=[N:2]2)[CH2:33][CH2:32]1. The yield is 0.896.